From a dataset of Full USPTO retrosynthesis dataset with 1.9M reactions from patents (1976-2016). Predict the reactants needed to synthesize the given product. (1) Given the product [CH2:35]([O:34][C:18]1[CH:19]=[C:20]([O:26][CH2:27][C:28]2[CH:29]=[CH:30][CH:31]=[CH:32][CH:33]=2)[C:21]([CH:23]([CH3:24])[CH3:25])=[CH:22][C:17]=1[C:16]1[O:15][N:14]=[C:13]([C:42]([NH:43][CH2:44][CH3:45])=[O:46])[C:12]=1[C:10]1[O:9][N:8]=[C:7]([CH2:6][N:47]2[CH2:52][CH2:51][S:50][CH2:49][CH2:48]2)[CH:11]=1)[C:36]1[CH:41]=[CH:40][CH:39]=[CH:38][CH:37]=1, predict the reactants needed to synthesize it. The reactants are: CS(O[CH2:6][C:7]1[CH:11]=[C:10]([C:12]2[C:13]([C:42](=[O:46])[NH:43][CH2:44][CH3:45])=[N:14][O:15][C:16]=2[C:17]2[CH:22]=[C:21]([CH:23]([CH3:25])[CH3:24])[C:20]([O:26][CH2:27][C:28]3[CH:33]=[CH:32][CH:31]=[CH:30][CH:29]=3)=[CH:19][C:18]=2[O:34][CH2:35][C:36]2[CH:41]=[CH:40][CH:39]=[CH:38][CH:37]=2)[O:9][N:8]=1)(=O)=O.[NH:47]1[CH2:52][CH2:51][S:50][CH2:49][CH2:48]1. (2) Given the product [O:1]=[C:2]1[CH2:7][O:6][CH2:5][CH2:4][N:3]1[CH2:8][C:9]([OH:11])=[O:10], predict the reactants needed to synthesize it. The reactants are: [O:1]=[C:2]1[CH2:7][O:6][CH2:5][CH2:4][N:3]1[CH2:8][C:9]([O:11]CC1C=CC=CC=1)=[O:10]. (3) Given the product [OH:15][C@H:12]1[CH2:13][CH2:14][C@H:9]([NH:8][C:6]2[N:7]=[C:2]([OH:22])[CH:3]=[CH:4][C:5]=2[N+:16]([O-:18])=[O:17])[CH2:10][CH2:11]1, predict the reactants needed to synthesize it. The reactants are: Cl[C:2]1[N:7]=[C:6]([NH:8][C@H:9]2[CH2:14][CH2:13][C@H:12]([OH:15])[CH2:11][CH2:10]2)[C:5]([N+:16]([O-:18])=[O:17])=[CH:4][CH:3]=1.FC(F)(F)C([O-])=[O:22]. (4) Given the product [F:1][C:2]1[CH:3]=[C:4]([C:8]2[CH2:9][CH2:10][C:11]([C:20]([OH:22])=[O:21])([C:14]3[CH:19]=[CH:18][CH:17]=[CH:16][CH:15]=3)[CH2:12][CH:13]=2)[CH:5]=[N:6][CH:7]=1, predict the reactants needed to synthesize it. The reactants are: [F:1][C:2]1[CH:3]=[C:4]([C:8]2[CH2:9][CH2:10][C:11]([C:20]([O:22]C)=[O:21])([C:14]3[CH:19]=[CH:18][CH:17]=[CH:16][CH:15]=3)[CH2:12][CH:13]=2)[CH:5]=[N:6][CH:7]=1.[OH-].[Na+]. (5) Given the product [NH2:3][CH2:12][C@H:13]([NH:26][C:27](=[O:36])[C@H:28]([C:30]1[CH:31]=[CH:32][CH:33]=[CH:34][CH:35]=1)[CH3:29])[C:14]1[CH:15]=[CH:16][C:17]([O:20][CH2:21][C@@H:22]([CH3:25])[CH2:23][CH3:24])=[CH:18][CH:19]=1, predict the reactants needed to synthesize it. The reactants are: O=C1C2C(=CC=CC=2)C(=O)[N:3]1[CH2:12][C@H:13]([NH:26][C:27](=[O:36])[C@H:28]([C:30]1[CH:35]=[CH:34][CH:33]=[CH:32][CH:31]=1)[CH3:29])[C:14]1[CH:19]=[CH:18][C:17]([O:20][CH2:21][C@@H:22]([CH3:25])[CH2:23][CH3:24])=[CH:16][CH:15]=1.O.NN. (6) Given the product [F:15][C:2]([F:1])([F:14])[CH2:3][C:4]1[N:5]([CH2:23][O:22][CH2:21][CH2:20][Si:17]([CH3:19])([CH3:18])[CH3:16])[CH:6]=[C:7]([C:9]([O:11][CH2:12][CH3:13])=[O:10])[N:8]=1, predict the reactants needed to synthesize it. The reactants are: [F:1][C:2]([F:15])([F:14])[CH2:3][C:4]1[NH:5][CH:6]=[C:7]([C:9]([O:11][CH2:12][CH3:13])=[O:10])[N:8]=1.[CH3:16][Si:17]([CH2:20][CH2:21][O:22][CH2:23]Cl)([CH3:19])[CH3:18]. (7) Given the product [CH3:12][CH:11]([N:8]1[C:9]2[CH:10]=[C:2]([C:33]3[CH:34]=[N:35][C:30]([CH3:29])=[CH:31][CH:32]=3)[CH:3]=[C:4]([C:14]([NH:16][CH2:17][C:18]3[C:19](=[O:28])[NH:20][C:21]([CH3:27])=[CH:22][C:23]=3[CH2:24][CH2:25][CH3:26])=[O:15])[C:5]=2[CH:6]=[N:7]1)[CH3:13], predict the reactants needed to synthesize it. The reactants are: Br[C:2]1[CH:3]=[C:4]([C:14]([NH:16][CH2:17][C:18]2[C:19](=[O:28])[NH:20][C:21]([CH3:27])=[CH:22][C:23]=2[CH2:24][CH2:25][CH3:26])=[O:15])[C:5]2[CH:6]=[N:7][N:8]([CH:11]([CH3:13])[CH3:12])[C:9]=2[CH:10]=1.[CH3:29][C:30]1[N:35]=[CH:34][C:33](B(O)O)=[CH:32][CH:31]=1. (8) Given the product [NH2:11][C:7]1[C:8]([CH3:10])=[CH:9][C:2]([Br:1])=[C:3]([CH:6]=1)[C:4]#[N:5], predict the reactants needed to synthesize it. The reactants are: [Br:1][C:2]1[CH:9]=[C:8]([CH3:10])[C:7]([N+:11]([O-])=O)=[CH:6][C:3]=1[C:4]#[N:5].[Sn](Cl)(Cl)(Cl)Cl.C(N(CC)CC)C.